From a dataset of Catalyst prediction with 721,799 reactions and 888 catalyst types from USPTO. Predict which catalyst facilitates the given reaction. (1) Reactant: C(OC(=O)[NH:7][C@H:8]([C:11]1[CH:16]=[CH:15][C:14]([Br:17])=[CH:13][CH:12]=1)[CH2:9][OH:10])(C)(C)C.Cl. Product: [NH2:7][C@H:8]([C:11]1[CH:16]=[CH:15][C:14]([Br:17])=[CH:13][CH:12]=1)[CH2:9][OH:10]. The catalyst class is: 71. (2) Reactant: [CH2:1]([NH2:8])[C:2]1[CH:7]=[CH:6][CH:5]=[CH:4][CH:3]=1.C(O)(=O)C.[CH2:13]([O:20][CH2:21][C:22]1([CH2:30][O:31][CH2:32][C:33]2[CH:38]=[CH:37][CH:36]=[CH:35][CH:34]=2)[CH2:29][C:24]2([CH2:27][C:26](=O)[CH2:25]2)[CH2:23]1)[C:14]1[CH:19]=[CH:18][CH:17]=[CH:16][CH:15]=1.C([BH3-])#N.[Na+].C(=O)(O)[O-].[Na+]. Product: [CH2:1]([NH:8][CH:26]1[CH2:27][C:24]2([CH2:29][C:22]([CH2:30][O:31][CH2:32][C:33]3[CH:34]=[CH:35][CH:36]=[CH:37][CH:38]=3)([CH2:21][O:20][CH2:13][C:14]3[CH:19]=[CH:18][CH:17]=[CH:16][CH:15]=3)[CH2:23]2)[CH2:25]1)[C:2]1[CH:7]=[CH:6][CH:5]=[CH:4][CH:3]=1. The catalyst class is: 4. (3) Reactant: [CH3:1][O:2][C:3]1[CH:8]=[CH:7][C:6]([CH2:9][C:10](=O)[CH3:11])=[CH:5][C:4]=1[S:13]([NH2:16])(=[O:15])=[O:14].[CH2:17]([O:19][C:20]1[CH:29]=[CH:28][CH:27]=[CH:26][C:21]=1[O:22][CH2:23][CH2:24][NH2:25])[CH3:18].[H][H].[ClH:32]. Product: [CH3:18][CH2:17][O:19][C:20]1[CH:29]=[CH:28][CH:27]=[CH:26][C:21]=1[O:22][CH2:23][CH2:24][NH:25][C@@H:10]([CH2:9][C:6]1[CH:7]=[CH:8][C:3]([O:2][CH3:1])=[C:4]([S:13]([NH2:16])(=[O:15])=[O:14])[CH:5]=1)[CH3:11].[ClH:32]. The catalyst class is: 227. (4) Reactant: [O:1]=[S:2]1(=[O:30])[C:7]2[CH:8]=[CH:9][CH:10]=[CH:11][C:6]=2[NH:5][C:4]([C:12]2[C:13](=[O:29])[N:14]([N:23]=[CH:24][CH2:25][CH2:26][CH2:27][CH3:28])[C:15]3[C:20]([C:21]=2[OH:22])=[CH:19][CH:18]=[CH:17][CH:16]=3)=[N:3]1.CO.[BH4-].[Li+].Cl. Product: [O:30]=[S:2]1(=[O:1])[C:7]2[CH:8]=[CH:9][CH:10]=[CH:11][C:6]=2[NH:5][C:4]([C:12]2[C:13](=[O:29])[N:14]([NH:23][CH2:24][CH2:25][CH2:26][CH2:27][CH3:28])[C:15]3[C:20]([C:21]=2[OH:22])=[CH:19][CH:18]=[CH:17][CH:16]=3)=[N:3]1. The catalyst class is: 30. (5) Reactant: [Br:1][C:2]1[C:7]([OH:8])=[CH:6][CH:5]=[CH:4][N:3]=1.C([O-])([O-])=O.[K+].[K+].[I:15]I.Cl. Product: [Br:1][C:2]1[C:7]([OH:8])=[CH:6][CH:5]=[C:4]([I:15])[N:3]=1. The catalyst class is: 6. (6) Reactant: [CH3:1][O:2][C:3]1[CH:4]=[C:5]2[C:10](=[CH:11][C:12]=1[O:13][CH3:14])[N:9]=[CH:8][CH:7]=[C:6]2[O:15][C:16]1[C:22]([CH3:23])=[CH:21][C:19]([NH2:20])=[C:18]([CH3:24])[CH:17]=1.Cl[C:26](Cl)([O:28][C:29](=[O:35])OC(Cl)(Cl)Cl)Cl.[C:37]1([C:43]2[CH:48]=[CH:47]C(O)=[CH:45][CH:44]=2)[CH:42]=[CH:41][CH:40]=[CH:39][CH:38]=1.C(=O)(O)[O-].[Na+]. Product: [CH3:1][O:2][C:3]1[CH:4]=[C:5]2[C:10](=[CH:11][C:12]=1[O:13][CH3:14])[N:9]=[CH:8][CH:7]=[C:6]2[O:15][C:16]1[C:22]([CH3:23])=[CH:21][C:19]([NH:20][C:29](=[O:35])[O:28][C:26]2[CH:45]=[CH:44][C:43]([C:37]3[CH:42]=[CH:41][CH:40]=[CH:39][CH:38]=3)=[CH:48][CH:47]=2)=[C:18]([CH3:24])[CH:17]=1. The catalyst class is: 208. (7) Reactant: [C:1]([C:4]1[CH:9]=[CH:8][C:7]([Cl:10])=[CH:6][N:5]=1)(=O)[CH3:2].[C:11]([OH:15])(=O)[CH:12]=O.C(=O)([O-])[O-].[K+].[K+].O.[NH2:23][NH2:24]. Product: [Cl:10][C:7]1[CH:8]=[CH:9][C:4]([C:1]2[CH:2]=[CH:12][C:11](=[O:15])[NH:23][N:24]=2)=[N:5][CH:6]=1. The catalyst class is: 24. (8) Reactant: [CH3:1][N:2]1[C:14]2[CH2:13][CH2:12][CH:11]([CH:15]3[CH2:20][CH2:19][O:18][CH2:17][CH2:16]3)[CH2:10][C:9]=2[C:8]2[C:3]1=[CH:4][CH:5]=[C:6]([C:21](O)=[O:22])[CH:7]=2.Cl.[F:25][CH2:26][CH2:27][NH:28][C:29]([C@H:31]1[CH2:35][CH2:34][NH:33][CH2:32]1)=[O:30].CN(C(ON1N=NC2C=CC=NC1=2)=[N+](C)C)C.F[P-](F)(F)(F)(F)F.C(N(CC)C(C)C)(C)C. Product: [F:25][CH2:26][CH2:27][NH:28][C:29]([C@H:31]1[CH2:35][CH2:34][N:33]([C:21]([C:6]2[CH:7]=[C:8]3[C:3](=[CH:4][CH:5]=2)[N:2]([CH3:1])[C:14]2[CH2:13][CH2:12][CH:11]([CH:15]4[CH2:20][CH2:19][O:18][CH2:17][CH2:16]4)[CH2:10][C:9]3=2)=[O:22])[CH2:32]1)=[O:30]. The catalyst class is: 3.